From a dataset of Forward reaction prediction with 1.9M reactions from USPTO patents (1976-2016). Predict the product of the given reaction. (1) Given the reactants N1(S(N)(=O)=O)C2C(=CC=CC=2)CC1.[Br:14][C:15]1[CH:16]=[CH:17][CH:18]=[C:19]2[C:23]=1[NH:22][CH:21]=[CH:20]2.[BH3-]C#N.[Na+], predict the reaction product. The product is: [Br:14][C:15]1[CH:16]=[CH:17][CH:18]=[C:19]2[C:23]=1[NH:22][CH2:21][CH2:20]2. (2) Given the reactants [CH:1]1([CH:7]([C:9]2[C:10]([CH2:22][CH3:23])=[N:11][N:12]([C:14]3[CH:19]=[CH:18][C:17]([O:20][CH3:21])=[CH:16][CH:15]=3)[CH:13]=2)O)[CH2:6][CH2:5][CH2:4][CH2:3][CH2:2]1.[NH2:24][C:25]1[CH:30]=[CH:29][C:28]([C:31]([N:33]([CH3:41])[CH2:34][CH2:35][C:36]([O:38]CC)=[O:37])=[O:32])=[CH:27][CH:26]=1, predict the reaction product. The product is: [CH:1]1([CH:7]([NH:24][C:25]2[CH:26]=[CH:27][C:28]([C:31]([N:33]([CH3:41])[CH2:34][CH2:35][C:36]([OH:38])=[O:37])=[O:32])=[CH:29][CH:30]=2)[C:9]2[C:10]([CH2:22][CH3:23])=[N:11][N:12]([C:14]3[CH:19]=[CH:18][C:17]([O:20][CH3:21])=[CH:16][CH:15]=3)[CH:13]=2)[CH2:6][CH2:5][CH2:4][CH2:3][CH2:2]1. (3) The product is: [F:15][C:16]1[CH:24]=[C:23]2[C:19]([C:20]([C:25]3[CH:26]=[N:27][N:28]([CH2:30][CH2:31][C:32]([NH:4][CH3:3])=[O:34])[CH:29]=3)=[CH:21][NH:22]2)=[CH:18][CH:17]=1. Given the reactants IC1C2C(=CC(C(F)(F)F)=CC=2)[NH:4][CH:3]=1.[F:15][C:16]1[CH:24]=[C:23]2[C:19]([C:20]([C:25]3[CH:26]=[N:27][N:28]([CH2:30][CH2:31][C:32]([OH:34])=O)[CH:29]=3)=[CH:21][NH:22]2)=[CH:18][CH:17]=1, predict the reaction product. (4) Given the reactants [Cl-].[C:2]([O:7]C)(=O)[C:3]([O-:5])=[O:4].[F:9][C:10]1[CH:11]=[C:12]([C:17]2[CH:22]=[CH:21][CH:20]=[CH:19][C:18]=2[S:23]([CH3:26])(=[O:25])=[O:24])[CH:13]=[CH:14][C:15]=1[NH2:16], predict the reaction product. The product is: [F:9][C:10]1[CH:11]=[C:12]([C:17]2[CH:22]=[CH:21][CH:20]=[CH:19][C:18]=2[S:23]([CH3:26])(=[O:25])=[O:24])[CH:13]=[CH:14][C:15]=1[NH:16][C:2](=[O:7])[C:3]([OH:5])=[O:4]. (5) Given the reactants [NH2:1][C:2]1[N:11]=[C:5]2[C:6]([OH:10])=[CH:7][CH:8]=[CH:9][N:4]2[N:3]=1.Br[CH2:13][C:14]1[CH:19]=[CH:18][CH:17]=[C:16]([Cl:20])[CH:15]=1.C(=O)([O-])[O-].[K+].[K+], predict the reaction product. The product is: [Cl:20][C:16]1[CH:15]=[C:14]([CH:19]=[CH:18][CH:17]=1)[CH2:13][O:10][C:6]1[C:5]2[N:4]([N:3]=[C:2]([NH2:1])[N:11]=2)[CH:9]=[CH:8][CH:7]=1. (6) Given the reactants [C:1]([O:5][C:6](=[O:19])[NH:7][CH2:8][CH2:9][CH2:10][N:11]([C:13]1[S:17][N:16]=[C:15](Cl)[N:14]=1)[CH3:12])([CH3:4])([CH3:3])[CH3:2].[NH:20]1[CH:24]=[CH:23][N:22]=[CH:21]1.[H-].[Na+], predict the reaction product. The product is: [C:1]([O:5][C:6](=[O:19])[NH:7][CH2:8][CH2:9][CH2:10][N:11]([C:13]1[S:17][N:16]=[C:15]([N:20]2[CH:24]=[CH:23][N:22]=[CH:21]2)[N:14]=1)[CH3:12])([CH3:4])([CH3:3])[CH3:2]. (7) Given the reactants [CH2:1]([O:8][C:9]([C:11]1[N:12]([CH2:21][C:22]2[CH:27]=[CH:26][CH:25]=[CH:24][CH:23]=2)[C:13]2[C:18]([CH:19]=1)=[C:17](Br)[CH:16]=[CH:15][CH:14]=2)=[O:10])[C:2]1[CH:7]=[CH:6][CH:5]=[CH:4][CH:3]=1.[CH3:28][N:29]1[CH2:34][CH2:33][NH:32][CH2:31][CH2:30]1.C([O-])([O-])=O.[Cs+].[Cs+], predict the reaction product. The product is: [CH2:1]([O:8][C:9]([C:11]1[N:12]([CH2:21][C:22]2[CH:27]=[CH:26][CH:25]=[CH:24][CH:23]=2)[C:13]2[C:18]([CH:19]=1)=[C:17]([N:32]1[CH2:33][CH2:34][N:29]([CH3:28])[CH2:30][CH2:31]1)[CH:16]=[CH:15][CH:14]=2)=[O:10])[C:2]1[CH:7]=[CH:6][CH:5]=[CH:4][CH:3]=1. (8) Given the reactants [Br:1][C:2]1[CH:12]=[CH:11][C:5]([NH:6][CH2:7][CH:8]2[CH2:10][CH2:9]2)=[C:4]([N+:13]([O-])=O)[C:3]=1[Cl:16].O.O.[Sn](Cl)Cl, predict the reaction product. The product is: [Br:1][C:2]1[C:3]([Cl:16])=[C:4]([NH2:13])[C:5]([NH:6][CH2:7][CH:8]2[CH2:9][CH2:10]2)=[CH:11][CH:12]=1.